Dataset: Forward reaction prediction with 1.9M reactions from USPTO patents (1976-2016). Task: Predict the product of the given reaction. (1) Given the reactants [Br:1][C:2]1[CH:3]=[C:4]([CH:8]=[CH:9][C:10]=1[F:11])[C:5]([OH:7])=O.[CH2:12]([O:14][C:15](=[O:24])[CH2:16][C:17]1[CH:22]=[CH:21][CH:20]=[C:19]([NH2:23])[CH:18]=1)[CH3:13], predict the reaction product. The product is: [CH2:12]([O:14][C:15](=[O:24])[CH2:16][C:17]1[CH:22]=[CH:21][CH:20]=[C:19]([NH:23][C:5](=[O:7])[C:4]2[CH:8]=[CH:9][C:10]([F:11])=[C:2]([Br:1])[CH:3]=2)[CH:18]=1)[CH3:13]. (2) Given the reactants Br[C:2]1[C:3]2[O:12][C:11]([CH2:13][N:14]3[CH2:19][CH2:18][N:17]([S:20]([CH3:23])(=[O:22])=[O:21])[CH2:16][C@H:15]3[CH3:24])=[CH:10][C:4]=2[C:5](=[O:9])[N:6]([CH3:8])[CH:7]=1.CC1(C)C(C)(C)OB([C:33]2[CH:34]=[C:35]([NH:39][C:40](=[O:42])[CH3:41])[CH:36]=[N:37][CH:38]=2)O1.C(=O)([O-])[O-].[K+].[K+], predict the reaction product. The product is: [CH3:8][N:6]1[CH:7]=[C:2]([C:33]2[CH:34]=[C:35]([NH:39][C:40](=[O:42])[CH3:41])[CH:36]=[N:37][CH:38]=2)[C:3]2[O:12][C:11]([CH2:13][N:14]3[CH2:19][CH2:18][N:17]([S:20]([CH3:23])(=[O:22])=[O:21])[CH2:16][C@H:15]3[CH3:24])=[CH:10][C:4]=2[C:5]1=[O:9]. (3) Given the reactants [CH:1]1([C:4]([C:6]2[CH:11]=[CH:10][C:9]([CH2:12][C:13](OC)=O)=[CH:8][CH:7]=2)=[O:5])[CH2:3][CH2:2]1.CO[C:19](=[O:22])[O:20][CH3:21].C[Si]([N-][Si](C)(C)C)(C)C.[Na+].IC, predict the reaction product. The product is: [CH:1]1([C:4]([C:6]2[CH:7]=[CH:8][C:9]([CH2:12][CH:13]([C:19]([O:20][CH3:21])=[O:22])[C:19]([O:20][CH3:21])=[O:22])=[CH:10][CH:11]=2)=[O:5])[CH2:2][CH2:3]1.